Task: Predict the product of the given reaction.. Dataset: Forward reaction prediction with 1.9M reactions from USPTO patents (1976-2016) (1) Given the reactants [Cl:1][C:2]1[N:7]=[CH:6][N:5]=[C:4]([NH2:8])[C:3]=1[NH2:9].[C:10]1([C:20](O)=O)[C:19]2[C:14](=[CH:15][CH:16]=[CH:17][CH:18]=2)[CH:13]=[CH:12][CH:11]=1.P(Cl)(Cl)(Cl)=O, predict the reaction product. The product is: [Cl:1][C:2]1[N:7]=[CH:6][N:5]=[C:4]2[C:3]=1[N:9]=[C:20]([C:10]1[C:19]3[C:14](=[CH:15][CH:16]=[CH:17][CH:18]=3)[CH:13]=[CH:12][CH:11]=1)[NH:8]2. (2) Given the reactants [CH3:1][N:2]1[CH:6]=[C:5]([C:7]2[CH:12]=[C:11]([O:13][C:14]3[CH:36]=[CH:35][C:17]4[N:18]=[C:19]([NH:21][C@H:22]5[CH2:27][CH2:26][CH2:25][N:24](C(OC(C)(C)C)=O)[CH2:23]5)[S:20][C:16]=4[CH:15]=3)[CH:10]=[CH:9][N:8]=2)[CH:4]=[N:3]1.O1CCOCC1, predict the reaction product. The product is: [CH3:1][N:2]1[CH:6]=[C:5]([C:7]2[CH:12]=[C:11]([O:13][C:14]3[CH:36]=[CH:35][C:17]4[N:18]=[C:19]([NH:21][C@H:22]5[CH2:27][CH2:26][CH2:25][NH:24][CH2:23]5)[S:20][C:16]=4[CH:15]=3)[CH:10]=[CH:9][N:8]=2)[CH:4]=[N:3]1.